From a dataset of Catalyst prediction with 721,799 reactions and 888 catalyst types from USPTO. Predict which catalyst facilitates the given reaction. Reactant: [O:1]1[CH2:6][CH2:5][N:4]([C:7]2[CH:12]=[C:11]([C:13]3[C:26]4[S:25][C:24]5[C:19](=[CH:20][C:21]([NH:27][CH:28]6[CH2:33][CH2:32][NH:31][CH2:30][CH2:29]6)=[CH:22][CH:23]=5)[S:18][C:17]=4[CH:16]=[CH:15][CH:14]=3)[NH:10][C:9](=[O:34])[CH:8]=2)[CH2:3][CH2:2]1.C(=O)([O-])O.[Na+].CN(C)C=O.Br[CH2:46][CH2:47][C:48]1[CH:53]=[CH:52][C:51]([O:54][CH3:55])=[CH:50][CH:49]=1. Product: [CH3:55][O:54][C:51]1[CH:52]=[CH:53][C:48]([CH2:47][CH2:46][N:31]2[CH2:30][CH2:29][CH:28]([NH:27][C:21]3[CH:20]=[C:19]4[C:24](=[CH:23][CH:22]=3)[S:25][C:26]3[C:13]([C:11]5[NH:10][C:9](=[O:34])[CH:8]=[C:7]([N:4]6[CH2:3][CH2:2][O:1][CH2:6][CH2:5]6)[CH:12]=5)=[CH:14][CH:15]=[CH:16][C:17]=3[S:18]4)[CH2:33][CH2:32]2)=[CH:49][CH:50]=1. The catalyst class is: 6.